This data is from Forward reaction prediction with 1.9M reactions from USPTO patents (1976-2016). The task is: Predict the product of the given reaction. Given the reactants Cl[C:2]1[CH:7]=[CH:6][C:5]([O:8][CH3:9])=[CH:4][CH:3]=1.[CH3:10][O:11][C:12]1[CH:17]=[CH:16][C:15](B(O)O)=[CH:14][CH:13]=1.[F-].[Cs+], predict the reaction product. The product is: [CH3:9][O:8][C:5]1[CH:6]=[CH:7][C:2]([C:15]2[CH:16]=[CH:17][C:12]([O:11][CH3:10])=[CH:13][CH:14]=2)=[CH:3][CH:4]=1.